Task: Predict the product of the given reaction.. Dataset: Forward reaction prediction with 1.9M reactions from USPTO patents (1976-2016) (1) Given the reactants Cl(O)(=O)(=O)=O.[OH:6][CH:7]([C:12]1[N:13]=[C:14]([C:17]2[CH:22]=[CH:21][CH:20]=[CH:19][CH:18]=2)[S:15][CH:16]=1)[C:8]([O:10][CH3:11])=[O:9], predict the reaction product. The product is: [C:17]([O:6][CH:7]([C:12]1[N:13]=[C:14]([C:17]2[CH:22]=[CH:21][CH:20]=[CH:19][CH:18]=2)[S:15][CH:16]=1)[C:8]([O:10][CH3:11])=[O:9])([CH3:22])([CH3:18])[CH3:14]. (2) Given the reactants [OH:1][C:2]1[C:11]2[C:6](=[CH:7][CH:8]=[CH:9][CH:10]=2)[NH:5][C:4](=[O:12])[C:3]=1[C:13](=[O:28])[CH:14]=[CH:15][C:16]1[CH:21]=[CH:20][CH:19]=[C:18]([O:22][CH2:23][C:24]([O:26]C)=[O:25])[CH:17]=1.[OH-].[Na+], predict the reaction product. The product is: [OH:1][C:2]1[C:11]2[C:6](=[CH:7][CH:8]=[CH:9][CH:10]=2)[NH:5][C:4](=[O:12])[C:3]=1[C:13](=[O:28])[CH:14]=[CH:15][C:16]1[CH:21]=[CH:20][CH:19]=[C:18]([O:22][CH2:23][C:24]([OH:26])=[O:25])[CH:17]=1. (3) Given the reactants [BH4-].[Li+].[CH2:3]([O:7][C:8]1[CH:9]=[C:10]([CH:15]=[CH:16][C:17]=1[I:18])[C:11](OC)=[O:12])[CH2:4][CH2:5][CH3:6].[Cl-].[NH4+].Cl, predict the reaction product. The product is: [CH2:3]([O:7][C:8]1[CH:9]=[C:10]([CH2:11][OH:12])[CH:15]=[CH:16][C:17]=1[I:18])[CH2:4][CH2:5][CH3:6]. (4) Given the reactants [CH3:1][O:2][C:3]1[C:13]2[CH2:12][CH2:11][CH2:10][CH:9]([N:14]3[CH2:19][CH2:18][O:17][CH2:16][CH2:15]3)[CH2:8][C:7]=2[C:6]([NH2:20])=[CH:5][CH:4]=1.Cl[C:22]1[N:27]=[C:26]([NH:28][C:29]2[CH:34]=[CH:33][CH:32]=[CH:31][C:30]=2[S:35]([N:38]([CH3:40])[CH3:39])(=[O:37])=[O:36])[C:25]([Cl:41])=[CH:24][N:23]=1, predict the reaction product. The product is: [Cl:41][C:25]1[C:26]([NH:28][C:29]2[CH:34]=[CH:33][CH:32]=[CH:31][C:30]=2[S:35]([N:38]([CH3:40])[CH3:39])(=[O:37])=[O:36])=[N:27][C:22]([NH:20][C:6]2[C:7]3[CH2:8][CH:9]([N:14]4[CH2:15][CH2:16][O:17][CH2:18][CH2:19]4)[CH2:10][CH2:11][CH2:12][C:13]=3[C:3]([O:2][CH3:1])=[CH:4][CH:5]=2)=[N:23][CH:24]=1. (5) Given the reactants [ClH:1].[CH3:2][C:3]1[CH:9]=[C:8]([CH3:10])[CH:7]=[C:6]([CH3:11])[C:4]=1[NH2:5].[N:12]([O-])=O.[Na+], predict the reaction product. The product is: [ClH:1].[C:3]1([CH3:2])[CH:9]=[C:8]([CH3:10])[CH:7]=[C:6]([CH3:11])[C:4]=1[NH:5][NH2:12].